From a dataset of Catalyst prediction with 721,799 reactions and 888 catalyst types from USPTO. Predict which catalyst facilitates the given reaction. (1) Reactant: C([O:8][C:9]1[CH:18]=[C:17]2[C:12]([C:13]([O:19][C:20]3[CH:25]=[CH:24][C:23]([NH:26][C:27]([NH:29][C:30]4[CH:35]=[CH:34][C:33]([F:36])=[CH:32][CH:31]=4)=[O:28])=[CH:22][CH:21]=3)=[CH:14][CH:15]=[N:16]2)=[CH:11][C:10]=1[C:37]#[N:38])C1C=CC=CC=1.C1(SC)C=CC=CC=1. Product: [C:37]([C:10]1[CH:11]=[C:12]2[C:17](=[CH:18][C:9]=1[OH:8])[N:16]=[CH:15][CH:14]=[C:13]2[O:19][C:20]1[CH:21]=[CH:22][C:23]([NH:26][C:27]([NH:29][C:30]2[CH:31]=[CH:32][C:33]([F:36])=[CH:34][CH:35]=2)=[O:28])=[CH:24][CH:25]=1)#[N:38]. The catalyst class is: 55. (2) The catalyst class is: 326. Reactant: [CH:1]1([NH:4][C:5](=[O:40])[CH:6]([OH:39])[C@@H:7]([NH:11][C:12](=[O:38])[C@@H:13]([NH:25][C@@H:26]([C:31]2[CH:36]=[CH:35][C:34]([F:37])=[CH:33][CH:32]=2)[C:27]([F:30])([F:29])[F:28])[CH2:14][S:15]([CH2:18][C:19]2[CH:20]=[N:21][CH:22]=[CH:23][CH:24]=2)(=[O:17])=[O:16])[CH2:8][CH2:9][CH3:10])[CH2:3][CH2:2]1.[O-]S([O-])(=S)=O.[Na+].[Na+]. Product: [CH:1]1([NH:4][C:5](=[O:40])[C:6](=[O:39])[C@@H:7]([NH:11][C:12](=[O:38])[C@@H:13]([NH:25][C@@H:26]([C:31]2[CH:36]=[CH:35][C:34]([F:37])=[CH:33][CH:32]=2)[C:27]([F:28])([F:29])[F:30])[CH2:14][S:15]([CH2:18][C:19]2[CH:20]=[N:21][CH:22]=[CH:23][CH:24]=2)(=[O:16])=[O:17])[CH2:8][CH2:9][CH3:10])[CH2:3][CH2:2]1. (3) Reactant: [CH2:1]1[C:9]2[C:8]3[CH:10]=[CH:11][CH:12]=[CH:13][C:7]=3[O:6][C:5]=2[CH2:4][CH2:3][CH:2]1[NH2:14].[C:15](Cl)(=[O:24])[C:16]1[CH:21]=[CH:20][C:19]([O:22][CH3:23])=[CH:18][CH:17]=1.C(N(CC)CC)C. Product: [CH3:23][O:22][C:19]1[CH:20]=[CH:21][C:16]([C:15]([NH:14][C:2]2[CH:3]=[CH:4][C:5]3[O:6][C:7]4[CH2:13][CH2:12][CH2:11][CH2:10][C:8]=4[C:9]=3[CH:1]=2)=[O:24])=[CH:17][CH:18]=1. The catalyst class is: 7. (4) Reactant: [C:1]([C:5]1[CH:10]=[CH:9][C:8]([S:11](Cl)(=[O:13])=[O:12])=[CH:7][CH:6]=1)([CH3:4])([CH3:3])[CH3:2].[NH2:15][C:16]1[C:21]([O:22][C:23]2[CH:28]=[CH:27][CH:26]=[CH:25][C:24]=2[O:29][CH3:30])=[C:20]([O:31][CH3:32])[N:19]=[C:18]([C:33]2[N:38]=[CH:37][CH:36]=[CH:35][N:34]=2)[N:17]=1. Product: [C:1]([C:5]1[CH:10]=[CH:9][C:8]([S:11]([NH:15][C:16]2[C:21]([O:22][C:23]3[CH:28]=[CH:27][CH:26]=[CH:25][C:24]=3[O:29][CH3:30])=[C:20]([O:31][CH3:32])[N:19]=[C:18]([C:33]3[N:38]=[CH:37][CH:36]=[CH:35][N:34]=3)[N:17]=2)(=[O:13])=[O:12])=[CH:7][CH:6]=1)([CH3:4])([CH3:3])[CH3:2]. The catalyst class is: 17.